Dataset: Reaction yield outcomes from USPTO patents with 853,638 reactions. Task: Predict the reaction yield, written as a fraction of the theoretical maximum amount of product (1.0 means a 100% yield; for example, 0.34 means a 34% yield). (1) The reactants are [CH3:1][C:2]([CH3:5])([O-:4])[CH3:3].[Na+].[C:7]([C:11]1[N:15]([CH3:16])[N:14]([CH2:17][CH2:18][CH3:19])/[C:13](=[N:20]/[C:21](=[O:33])[C:22]2[CH:27]=[C:26]([C:28]([F:31])([F:30])[F:29])[CH:25]=[CH:24][C:23]=2F)/[CH:12]=1)([CH3:10])([CH3:9])[CH3:8].C1C[O:37]CC1. No catalyst specified. The product is [C:7]([C:11]1[N:15]([CH3:16])[N:14]([CH2:17][CH2:18][CH3:19])/[C:13](=[N:20]/[C:21](=[O:33])[C:22]2[CH:27]=[C:26]([C:28]([F:31])([F:30])[F:29])[CH:25]=[CH:24][C:23]=2[O:37][CH2:1][C:2]([OH:4])([CH3:5])[CH3:3])/[CH:12]=1)([CH3:10])([CH3:9])[CH3:8]. The yield is 0.560. (2) The reactants are [CH:1]1[C:14]2[C:5](=[CH:6][C:7]3[C:12]([C:13]=2[CH2:15][N:16]([CH2:27][CH3:28])[CH2:17][CH2:18][CH2:19][NH:20][CH2:21][CH2:22][CH2:23][O:24][CH2:25][CH3:26])=[CH:11][CH:10]=[CH:9][CH:8]=3)[CH:4]=[CH:3][CH:2]=1.[ClH:29]. The catalyst is C(O)C. The product is [ClH:29].[CH:11]1[C:12]2[C:7](=[CH:6][C:5]3[C:14]([C:13]=2[CH2:15][N:16]([CH2:27][CH3:28])[CH2:17][CH2:18][CH2:19][NH:20][CH2:21][CH2:22][CH2:23][O:24][CH2:25][CH3:26])=[CH:1][CH:2]=[CH:3][CH:4]=3)[CH:8]=[CH:9][CH:10]=1. The yield is 0.950. (3) The product is [C:33]([O:32][C:30]([N:14]1[CH2:17][CH:16]([CH2:18][CH2:19][O:20][CH3:21])[CH2:15]1)=[O:31])([CH3:34])([CH3:35])[CH3:36]. The catalyst is C(OCC)(=O)C.[PdH2].[C]. The reactants are C([N:14]1[CH2:17][CH:16]([CH2:18][CH2:19][O:20][CH3:21])[CH2:15]1)(C1C=CC=CC=1)C1C=CC=CC=1.[CH3:34][C:33]([O:32][C:30](O[C:30]([O:32][C:33]([CH3:36])([CH3:35])[CH3:34])=[O:31])=[O:31])([CH3:36])[CH3:35]. The yield is 0.610.